From a dataset of Full USPTO retrosynthesis dataset with 1.9M reactions from patents (1976-2016). Predict the reactants needed to synthesize the given product. (1) Given the product [Cl:1][C:2]1[CH:7]=[CH:6][C:5]([O:8][CH:10]([C:33]2[CH:34]=[CH:35][CH:36]=[CH:37][CH:38]=2)[CH2:11][CH2:12][CH2:13][CH2:14][N:15]2[CH2:20][CH2:19][CH:18]([C:21]3[CH:22]=[C:23]([NH:27][C:28](=[O:32])[CH:29]([CH3:31])[CH3:30])[CH:24]=[CH:25][CH:26]=3)[CH2:17][CH2:16]2)=[CH:4][CH:3]=1, predict the reactants needed to synthesize it. The reactants are: [Cl:1][C:2]1[CH:7]=[CH:6][C:5]([OH:8])=[CH:4][CH:3]=1.O[CH:10]([C:33]1[CH:38]=[CH:37][CH:36]=[CH:35][CH:34]=1)[CH2:11][CH2:12][CH2:13][CH2:14][N:15]1[CH2:20][CH2:19][CH:18]([C:21]2[CH:22]=[C:23]([NH:27][C:28](=[O:32])[CH:29]([CH3:31])[CH3:30])[CH:24]=[CH:25][CH:26]=2)[CH2:17][CH2:16]1.Cl. (2) Given the product [Cl:1][C:2]1[CH:7]=[CH:6][C:5]([CH:8]([C:13]2[C:21]3[C:16](=[C:17]([CH2:23][S:24]([CH3:25])=[O:38])[CH:18]=[C:19]([F:22])[CH:20]=3)[NH:15][CH:14]=2)[CH2:9][CH2:10][C:11]#[N:12])=[C:4]([F:26])[CH:3]=1, predict the reactants needed to synthesize it. The reactants are: [Cl:1][C:2]1[CH:7]=[CH:6][C:5]([CH:8]([C:13]2[C:21]3[C:16](=[C:17]([CH2:23][S:24][CH3:25])[CH:18]=[C:19]([F:22])[CH:20]=3)[NH:15][CH:14]=2)[CH2:9][CH2:10][C:11]#[N:12])=[C:4]([F:26])[CH:3]=1.ClCCl.ClC1C=CC=C(C(OO)=[O:38])C=1. (3) The reactants are: [C:1]([C:5]1[N:6]=[C:7]([NH:10][C:11]([C:13]2[CH:33]=[CH:32][N:16]3[C:17](=[O:31])[C:18](/[CH:22]=[CH:23]/[C:24]([O:26][C:27]([CH3:30])([CH3:29])[CH3:28])=[O:25])=[C:19](O)[N:20]=[C:15]3[CH:14]=2)=[O:12])[S:8][CH:9]=1)([CH3:4])([CH3:3])[CH3:2].CN(C)C=O.C(N(C(C)C)CC)(C)C.Cl.[OH:49][CH:50]1[CH:55]([OH:56])[CH2:54][CH2:53][NH:52][CH2:51]1. Given the product [C:1]([C:5]1[N:6]=[C:7]([NH:10][C:11]([C:13]2[CH:33]=[CH:32][N:16]3[C:17](=[O:31])[C:18](/[CH:22]=[CH:23]/[C:24]([O:26][C:27]([CH3:29])([CH3:30])[CH3:28])=[O:25])=[C:19]([N:52]4[CH2:53][CH2:54][CH:55]([OH:56])[CH:50]([OH:49])[CH2:51]4)[N:20]=[C:15]3[CH:14]=2)=[O:12])[S:8][CH:9]=1)([CH3:4])([CH3:2])[CH3:3], predict the reactants needed to synthesize it. (4) Given the product [ClH:1].[ClH:1].[NH2:4][CH2:5][C:6]1[C:10]([C:11]2[CH:12]=[CH:13][N:14]=[CH:15][CH:16]=2)=[C:9]([C:17]2[CH:18]=[CH:19][C:20]([F:23])=[CH:21][CH:22]=2)[NH:8][CH:7]=1, predict the reactants needed to synthesize it. The reactants are: [ClH:1].CO[N:4]=[CH:5][C:6]1[C:10]([C:11]2[CH:16]=[CH:15][N:14]=[CH:13][CH:12]=2)=[C:9]([C:17]2[CH:22]=[CH:21][C:20]([F:23])=[CH:19][CH:18]=2)[NH:8][CH:7]=1.C(OCC)C. (5) Given the product [OH:41][CH2:40][C:38]1[N:39]=[C:35]([C:31]2[CH:30]=[C:29]([C:28]3[CH2:27][C:26](=[O:49])[NH:19][C:9]4[CH:10]=[C:11]([C:15]([F:16])([F:17])[F:18])[C:12]([CH3:14])=[CH:13][C:8]=4[N:7]=3)[CH:34]=[CH:33][CH:32]=2)[S:36][CH:37]=1, predict the reactants needed to synthesize it. The reactants are: C(OC(=O)[NH:7][C:8]1[CH:13]=[C:12]([CH3:14])[C:11]([C:15]([F:18])([F:17])[F:16])=[CH:10][C:9]=1[NH2:19])(C)(C)C.C(O[C:26](=[O:49])[CH2:27][C:28](=O)[C:29]1[CH:34]=[CH:33][CH:32]=[C:31]([C:35]2[S:36][CH:37]=[C:38]([CH2:40][O:41]C3CCCCO3)[N:39]=2)[CH:30]=1)(C)(C)C. (6) Given the product [F:23][C:2]([F:1])([F:22])[C:3]1[CH:21]=[CH:20][CH:19]=[CH:18][C:4]=1[CH2:5][O:6][CH:7]1[CH2:8][NH:9][CH2:10]1, predict the reactants needed to synthesize it. The reactants are: [F:1][C:2]([F:23])([F:22])[C:3]1[CH:21]=[CH:20][CH:19]=[CH:18][C:4]=1[CH2:5][O:6][CH:7]1[CH2:10][N:9](C(OC(C)(C)C)=O)[CH2:8]1.FC(F)(F)C(O)=O. (7) The reactants are: [F:1][C:2]1([F:34])[CH2:7][S:6][C:5]([NH:8]C(=O)C2C=CC=CC=2)=[N:4][C:3]21[C:25]1[C:20](=[CH:21][CH:22]=[C:23]([C:26]3[CH:27]=[N:28][CH:29]=[N:30][CH:31]=3)[CH:24]=1)[O:19][CH2:18][C:17]12[CH2:33][CH2:32]1.Cl.ONC.N1C=CC=CC=1.O. Given the product [F:34][C:2]1([F:1])[CH2:7][S:6][C:5]([NH2:8])=[N:4][C:3]21[C:25]1[C:20](=[CH:21][CH:22]=[C:23]([C:26]3[CH:27]=[N:28][CH:29]=[N:30][CH:31]=3)[CH:24]=1)[O:19][CH2:18][C:17]12[CH2:32][CH2:33]1, predict the reactants needed to synthesize it.